This data is from Full USPTO retrosynthesis dataset with 1.9M reactions from patents (1976-2016). The task is: Predict the reactants needed to synthesize the given product. (1) Given the product [CH3:12][O:11][C:4]1[CH:3]=[C:2]([O:1][C:16]2[CH:21]=[CH:20][CH:19]=[CH:18][CH:17]=2)[CH:9]=[C:8]([CH3:10])[C:5]=1[CH:6]=[O:7], predict the reactants needed to synthesize it. The reactants are: [OH:1][C:2]1[CH:9]=[C:8]([CH3:10])[C:5]([CH:6]=[O:7])=[C:4]([O:11][CH3:12])[CH:3]=1.C(Cl)Cl.[C:16]1(B(O)O)[CH:21]=[CH:20][CH:19]=[CH:18][CH:17]=1.N1C=CC=CC=1. (2) The reactants are: [Br:1][C:2]1[CH:7]=[C:6]([N+:8]([O-:10])=[O:9])[CH:5]=[C:4]([C:11]([C:14]2[CH:19]=[CH:18][CH:17]=[C:16]([O:20]C)[CH:15]=2)([CH3:13])[CH3:12])[CH:3]=1.B(Br)(Br)Br.O. Given the product [Br:1][C:2]1[CH:3]=[C:4]([C:11]([C:14]2[CH:15]=[C:16]([OH:20])[CH:17]=[CH:18][CH:19]=2)([CH3:13])[CH3:12])[CH:5]=[C:6]([N+:8]([O-:10])=[O:9])[CH:7]=1, predict the reactants needed to synthesize it.